From a dataset of Full USPTO retrosynthesis dataset with 1.9M reactions from patents (1976-2016). Predict the reactants needed to synthesize the given product. (1) Given the product [CH3:26][O:25][CH2:24][CH2:23][N:4]1[C:5]2[C:10](=[CH:9][CH:8]=[C:7]([C:11]3[CH:16]=[N:15][C:14]([CH3:17])=[N:13][CH:12]=3)[CH:6]=2)[C:2]([CH3:19])([CH3:1])[C:3]1=[O:18], predict the reactants needed to synthesize it. The reactants are: [CH3:1][C:2]1([CH3:19])[C:10]2[C:5](=[CH:6][C:7]([C:11]3[CH:12]=[N:13][C:14]([CH3:17])=[N:15][CH:16]=3)=[CH:8][CH:9]=2)[NH:4][C:3]1=[O:18].[H-].[Na+].Br[CH2:23][CH2:24][O:25][CH3:26]. (2) Given the product [OH:7][C@@H:8]1[CH2:12][NH:11][C@@H:10]([C:13]([O:15][CH3:3])=[O:14])[CH2:9]1, predict the reactants needed to synthesize it. The reactants are: CO.[C:3](Cl)(=O)C.[OH:7][C@@H:8]1[CH2:12][NH:11][C@@H:10]([C:13]([OH:15])=[O:14])[CH2:9]1. (3) Given the product [CH2:49]([O:48][C:47]([O:1][NH:2][C:3](=[NH:37])[C:4]1[CH:9]=[CH:8][C:7]([C:10]2[N:14]3[N:15]=[CH:16][CH:17]=[C:18]([N:19]4[CH2:20][CH2:21][O:22][CH2:23][CH2:24]4)[C:13]3=[N:12][C:11]=2[C:25]#[C:26][C:27]2[CH:36]=[CH:35][C:34]3[C:29](=[CH:30][CH:31]=[CH:32][CH:33]=3)[N:28]=2)=[CH:6][N:5]=1)=[O:51])[CH3:50], predict the reactants needed to synthesize it. The reactants are: [OH:1][NH:2][C:3](=[NH:37])[C:4]1[CH:9]=[CH:8][C:7]([C:10]2[N:14]3[N:15]=[CH:16][CH:17]=[C:18]([N:19]4[CH2:24][CH2:23][O:22][CH2:21][CH2:20]4)[C:13]3=[N:12][C:11]=2[C:25]#[C:26][C:27]2[CH:36]=[CH:35][C:34]3[C:29](=[CH:30][CH:31]=[CH:32][CH:33]=3)[N:28]=2)=[CH:6][N:5]=1.CCN(C(C)C)C(C)C.[C:47](Cl)(=[O:51])[O:48][CH2:49][CH3:50]. (4) Given the product [NH2:18][C:14]1[CH:13]=[CH:12][C:11]([CH2:10][CH2:9][C:4]2[CH:5]=[CH:6][C:7]([Cl:8])=[C:2]([Cl:1])[CH:3]=2)=[CH:16][C:15]=1[OH:17], predict the reactants needed to synthesize it. The reactants are: [Cl:1][C:2]1[CH:3]=[C:4]([CH:9]=[CH:10][C:11]2[CH:12]=[CH:13][C:14]([N+:18]([O-])=O)=[C:15]([OH:17])[CH:16]=2)[CH:5]=[CH:6][C:7]=1[Cl:8]. (5) Given the product [S:37]1(=[O:39])(=[O:36])[CH2:6][CH2:5][C:4](=[O:7])[CH2:3][CH2:2]1, predict the reactants needed to synthesize it. The reactants are: S1[CH2:6][CH2:5][C:4](=[O:7])[CH2:3][CH2:2]1.C(N(CC([O-])=O)CC(O)=O)CN(CC([O-])=O)CC(O)=O.[Na+].[Na+].C([O-])(O)=O.[Na+].O[O:36][S:37]([O-:39])=O.[K+]. (6) The reactants are: C(NC(C)C)(C)C.C([Li])CCC.[CH:13]1([C:16]([CH3:23])([CH3:22])[CH2:17][C:18]([O:20][CH3:21])=[O:19])[CH2:15][CH2:14]1.[Cl-].[NH4+].C1C[O:29]CC1. Given the product [OH:29][CH:17]([C:16]([CH:13]1[CH2:15][CH2:14]1)([CH3:23])[CH3:22])[C:18]([O:20][CH3:21])=[O:19], predict the reactants needed to synthesize it.